From a dataset of Full USPTO retrosynthesis dataset with 1.9M reactions from patents (1976-2016). Predict the reactants needed to synthesize the given product. (1) Given the product [Cl:1][C:2]1[N:7]=[CH:6][C:5]2[C:8]([N:15]3[CH2:20][CH2:19][O:18][CH2:17][CH2:16]3)=[N:9][N:10]([CH:11]([CH3:13])[CH3:12])[C:4]=2[CH:3]=1, predict the reactants needed to synthesize it. The reactants are: [Cl:1][C:2]1[N:7]=[CH:6][C:5]2[C:8](I)=[N:9][N:10]([CH:11]([CH3:13])[CH3:12])[C:4]=2[CH:3]=1.[NH:15]1[CH2:20][CH2:19][O:18][CH2:17][CH2:16]1.C1(P(C2C=CC=CC=2)C2C3OC4C(=CC=CC=4P(C4C=CC=CC=4)C4C=CC=CC=4)C(C)(C)C=3C=CC=2)C=CC=CC=1.C(=O)([O-])[O-].[Cs+].[Cs+]. (2) Given the product [CH2:1]([O:3][C:4]([C:6]1[CH:11]=[CH:10][CH:9]=[C:8]([CH:13]2[CH2:15][CH2:14]2)[N:7]=1)=[O:5])[CH3:2], predict the reactants needed to synthesize it. The reactants are: [CH2:1]([O:3][C:4]([C:6]1[CH:11]=[CH:10][CH:9]=[C:8](Br)[N:7]=1)=[O:5])[CH3:2].[CH:13]1(B(O)O)[CH2:15][CH2:14]1.P([O-])([O-])([O-])=O.[K+].[K+].[K+]. (3) Given the product [N:1]1[CH:6]=[CH:5][CH:4]=[CH:3][C:2]=1[CH2:7][N:8]([CH2:17][CH2:18][C:19]1[CH:20]=[CH:21][C:22]([S:25](=[O:28])(=[O:27])[NH2:26])=[CH:23][CH:24]=1)[CH2:9][C:10]([OH:12])=[O:11], predict the reactants needed to synthesize it. The reactants are: [N:1]1[CH:6]=[CH:5][CH:4]=[CH:3][C:2]=1[CH2:7][N:8]([CH2:17][CH2:18][C:19]1[CH:24]=[CH:23][C:22]([S:25](=[O:28])(=[O:27])[NH2:26])=[CH:21][CH:20]=1)[CH2:9][C:10]([O:12]C(C)(C)C)=[O:11]. (4) Given the product [OH:1][C:2]1[CH:3]=[C:4]([N:10]([CH2:20][C:21]2[CH:22]=[N:23][CH:24]=[CH:25][CH:26]=2)[C:11]2[CH:12]=[C:13]([CH:17]=[CH:18][CH:19]=2)[C:14]([O:16][CH3:27])=[O:15])[CH:5]=[CH:6][C:7]=1[O:8][CH3:9], predict the reactants needed to synthesize it. The reactants are: [OH:1][C:2]1[CH:3]=[C:4]([N:10]([CH2:20][C:21]2[CH:22]=[N:23][CH:24]=[CH:25][CH:26]=2)[C:11]2[CH:12]=[C:13]([CH:17]=[CH:18][CH:19]=2)[C:14]([OH:16])=[O:15])[CH:5]=[CH:6][C:7]=1[O:8][CH3:9].[C:27](Cl)(=O)C. (5) Given the product [C:26]([O:29][CH2:30][CH2:31][O:1][C:2]1[CH:3]=[C:4]([CH3:25])[C:5]([C:9]2[CH:14]=[CH:13][CH:12]=[C:11]([CH2:15][O:16][C:17]3[CH:18]=[CH:19][C:20]([CH:21]=[O:22])=[CH:23][CH:24]=3)[CH:10]=2)=[C:6]([CH3:8])[CH:7]=1)(=[O:28])[CH3:27], predict the reactants needed to synthesize it. The reactants are: [OH:1][C:2]1[CH:7]=[C:6]([CH3:8])[C:5]([C:9]2[CH:14]=[CH:13][CH:12]=[C:11]([CH2:15][O:16][C:17]3[CH:24]=[CH:23][C:20]([CH:21]=[O:22])=[CH:19][CH:18]=3)[CH:10]=2)=[C:4]([CH3:25])[CH:3]=1.[C:26]([O:29][CH2:30][CH2:31]Br)(=[O:28])[CH3:27].C(=O)([O-])[O-].[Cs+].[Cs+]. (6) Given the product [ClH:20].[CH3:1][O:2][CH2:3][CH2:4][O:5][CH:6]1[CH2:11][CH2:10][NH:9][CH2:8][CH2:7]1, predict the reactants needed to synthesize it. The reactants are: [CH3:1][O:2][CH2:3][CH2:4][O:5][CH:6]1[CH2:11][CH2:10][N:9](C(OC(C)(C)C)=O)[CH2:8][CH2:7]1.C(Cl)[Cl:20]. (7) The reactants are: [CH3:1][C:2]1[C:7]([CH3:8])=[CH:6][C:5]2[N:9]([C@H:12]3[O:16][C@H:15]([CH2:17][OH:18])[C@@H:14]([O:19][P:20]([O:23][C@@H:24]([CH2:26][NH:27][C:28]([CH2:30][CH2:31][C@@:32]4([CH3:89])[C:48]5=[N:49][C@@H:34]([C@:35]6([CH3:84])[N-:73][C:38](=[C:39]([CH3:72])[C:40]7[C@:61]([CH2:63][C:64]([NH2:66])=[O:65])([CH3:62])[C@H:60]([CH2:67][CH2:68][C:69]([NH2:71])=[O:70])[C:42](=[CH:43][C:44]8[C:52]([CH3:54])([CH3:53])[C@H:51]([CH2:55][CH2:56][C:57]([NH2:59])=[O:58])[C:46](=[C:47]5[CH3:50])[N:45]=8)[N:41]=7)[C@@H:37]([CH2:74][CH2:75][C:76]([NH2:78])=[O:77])[C@@:36]6([CH2:80][C:81]([NH2:83])=[O:82])[CH3:79])[C@@H:33]4[CH2:85][C:86]([NH2:88])=[O:87])=[O:29])[CH3:25])([O-:22])=[O:21])[C@H:13]3[OH:90])[CH:10]=[N:11][C:4]=2[CH:3]=1.[C-]#N.[Co+3].[Br-].C[S+](C)(C)=O.O.O.O.O.O.O.[Co:106](Cl)Cl.[BH4-].[Na+].[OH-].[Na+]. Given the product [CH3-:1].[CH3:1][C:2]1[C:7]([CH3:8])=[CH:6][C:5]2[N:9]([C@H:12]3[O:16][C@H:15]([CH2:17][OH:18])[C@@H:14]([O:19][P:20]([O:23][CH:24]([CH2:26][NH:27][C:28]([CH2:30][CH2:31][C@@:32]4([CH3:89])[C:48]5=[N:49][C@@H:34]([C@:35]6([CH3:84])[N-:73][C:38](=[C:39]([CH3:72])[C:40]7[C@:61]([CH2:63][C:64]([NH2:66])=[O:65])([CH3:62])[C@H:60]([CH2:67][CH2:68][C:69]([NH2:71])=[O:70])[C:42](=[CH:43][C:44]8[C:52]([CH3:54])([CH3:53])[C@H:51]([CH2:55][CH2:56][C:57]([NH2:59])=[O:58])[C:46](=[C:47]5[CH3:50])[N:45]=8)[N:41]=7)[C@@H:37]([CH2:74][CH2:75][C:76]([NH2:78])=[O:77])[C@@:36]6([CH2:80][C:81]([NH2:83])=[O:82])[CH3:79])[C@@H:33]4[CH2:85][C:86]([NH2:88])=[O:87])=[O:29])[CH3:25])([O-:22])=[O:21])[C@H:13]3[OH:90])[CH:10]=[N:11][C:4]=2[CH:3]=1.[Co+3:106], predict the reactants needed to synthesize it.